From a dataset of CYP2C19 inhibition data for predicting drug metabolism from PubChem BioAssay. Regression/Classification. Given a drug SMILES string, predict its absorption, distribution, metabolism, or excretion properties. Task type varies by dataset: regression for continuous measurements (e.g., permeability, clearance, half-life) or binary classification for categorical outcomes (e.g., BBB penetration, CYP inhibition). Dataset: cyp2c19_veith. (1) The compound is CCc1c(O)cc(-c2cccnc2)n(-c2ccccc2)c1=O. The result is 1 (inhibitor). (2) The molecule is c1ccc(Cn2c(CN3CCCC3)nc3ccccc32)cc1. The result is 1 (inhibitor). (3) The result is 0 (non-inhibitor). The molecule is CCOc1cc(/C=C2/SC(=O)N(CC(=O)N3CCc4ccccc4C3)C2=O)ccc1OCC(=O)O. (4) The molecule is CC(=O)CSc1nnc(Cc2ccc([N+](=O)[O-])cc2)o1. The result is 1 (inhibitor). (5) The compound is COCCNC(=O)c1cc(-c2ccc(OC)c(OC)c2)on1. The result is 0 (non-inhibitor). (6) The result is 1 (inhibitor). The molecule is O=C(Nc1cccc(F)c1)N1CCCC2(CCN(S(=O)(=O)c3ccccc3)CC2)C1. (7) The molecule is CC1=CC(=O)c2ccccc2C1=O. The result is 1 (inhibitor). (8) The drug is CCCC(=O)Nc1nc(-c2ccc3c(c2)CCN3S(C)(=O)=O)cs1. The result is 0 (non-inhibitor). (9) The molecule is COCCn1c(=O)c(CCc2ccccc2)nc2cnc(Oc3cccc(Cl)c3)nc21. The result is 1 (inhibitor). (10) The compound is CCOc1ccc(C2=Nn3c(nnc3-c3ccco3)SC2)cc1. The result is 1 (inhibitor).